This data is from Experimentally validated miRNA-target interactions with 360,000+ pairs, plus equal number of negative samples. The task is: Binary Classification. Given a miRNA mature sequence and a target amino acid sequence, predict their likelihood of interaction. (1) The miRNA is hsa-miR-8058 with sequence CUGGACUUUGAUCUUGCCAUAA. The protein sequence of the target gene is MEQPTSSINGEKRKSPCESNNENDEMQETPNRDLAPEPSLKKMKTSEYSTVLAFCYRKAKKIHSNQLENDQS. Result: 1 (interaction). (2) The miRNA is hsa-miR-6790-3p with sequence CGACCUCGGCGACCCCUCACU. The protein sequence of the target gene is MLQKREKVLLLRTFQGRTLRIVREHYLRPSVPCNSPLCPQPAACRNDGKLLAAEVTHYVIPDWKVVQDYLEVLEFPELKGVIFMQTACQAVQHQRGRRQYNKLRNLLKDARHDCVLFANEFQQHCYLPREKGEAMEKWQTRSIYNSAVWYYHHCEDRMPIVMVTEDEEAIQKYGSETEGVFVISFKNYLDNFWPDLKAAHDLCDSILQSRRERETESQETHGKEYPEHLPLEVLEAGIKSGRYIQGILNVNKHRAQIEAFVRLHGASSKDSGLVSDILIHGSKARNRSIHGDVVVVEMLP.... Result: 0 (no interaction). (3) The miRNA is hsa-miR-1276 with sequence UAAAGAGCCCUGUGGAGACA. The protein sequence of the target gene is MMLPYPSALGDQYWEEILLPKNGENVETMKKLTQNHKAKGLPSNDTDCPQKKEGKAQIVVPVTFRDVTVIFTEAEWKRLSPEQRNLYKEVMLENYRNLLSLAEPKPEIYTCSSCLLAFSCQQFLSQHVLQIFLGLCAENHFHPGNSSPGHWKQQGQQYSHVSCWFENAEGQERGGGSKPWSARTEERETSRAFPSPLQRQSASPRKGNMVVETEPSSAQRPNPVQLDKGLKELETLRFGAINCREYEPDHNLESNFITNPRTLLGKKPYICSDCGRSFKDRSTLIRHHRIHSMEKPYVCS.... Result: 0 (no interaction). (4) The miRNA is hsa-miR-4505 with sequence AGGCUGGGCUGGGACGGA. The protein sequence of the target gene is MAEVVAEVAEMPTQMSPGAVEMSTPMSAEMMEMSTEVTEMTPGEALASSLFFQHHQFMCSECGSLYNTLEEVLSHQEQHMLAVSEEEALTTQNVGLEPELVPGAEGPFQCGECSQLILSPGELLAHQDAHLRESANQIQYQCWDCQELFPSPELWVAHRKAQHLSATVAEPPVPPPLPPPTPLPPPSPPSEVKMEPYECPECSTLCATPEEFLEHQGTHFDSLEKEERNGLEEEEEDDEEDEEDDEEMEDEEAMAEVGDDAVGGDESTAGWAQGCGDCPQHQPSAGARRQHRRTAHSPAS.... Result: 0 (no interaction). (5) The miRNA is rno-miR-351-3p with sequence GGUCAAGAGGCGCCUGGGAAC. The protein sequence of the target gene is MTRGFAPILPVEFHKMGSFRRPRPRFMSSPVLSDLPRFQAARQALQLSSSSAWNSVQTAVINVFKGGGLQSNELYALNENIRRLLKSELGSFITDYFQNQLLAKGLFFVEEKIKLCEGENRIEVLAEVWDHFFTETLPTLQAIFYPVQGQELTIRQISLLGFRDLVLLKVKLGDLLLLAQSKLPSSIVQMLLILQSVHEPTGPSESYLQLEELVKQVVSPFLGISGDRSFSGPTYTLARRHSRVRPKVTVLNYASPITAVSRPLNEMVLTPLTEQEGEAYLEKCGSVRRHTVANAHSDIQ.... Result: 0 (no interaction). (6) The miRNA is hsa-miR-4262 with sequence GACAUUCAGACUACCUG. The protein sequence of the target gene is MALVPGRSKEDGLWTRNSPGSSQHPESPRLPNPLWDRGKIGKVEGHQHIQVSTSSACVWQLAYPPVWPNLPAVPIQDFSQKSHLPSIVVESSEVNEESGDLHLPHEELLLLTDGEEEDAEAFFQDQSEEPGWAWSPQDPRSPLRTFNAGLSWGQDQDEEDACWILEDTACLEATNHCPFWDSTGSRVCRSGFVEYSHLLPPNSFEGAEEEAVQTPAGVESGAASEAPGGRGCDRPRADHAAPPQEAGVQCTCQHYTVREEAQKTPPADPACPEREDSHGSGSPFKASQD. Result: 0 (no interaction). (7) The miRNA is hsa-miR-30b-3p with sequence CUGGGAGGUGGAUGUUUACUUC. The protein sequence of the target gene is MSAGSATHPGAGGRRSKWDQPAPAPLLFLPPAAPGGEVTSSGGSPGGTTAAPSGALDAAAAVAAKINAMLMAKGKLKPTQNASEKLQAPGKGLTSNKSKDDLVVAEVEINDVPLTCRNLLTRGQTQDEISRLSGAAVSTRGRFMTTEEKAKVGPGDRPLYLHVQGQTRELVDRAVNRIKEIITNGVVKAATGTSPTFNGATVTVYHQPAPIAQLSPAVSQKPPFQSGMHYVQDKLFVGLEHAVPTFNVKEKVEGPGCSYLQHIQIETGAKVFLRGKGSGCIEPASGREAFEPMYIYISHP.... Result: 0 (no interaction). (8) The miRNA is hsa-miR-5000-3p with sequence UCAGGACACUUCUGAACUUGGA. The protein sequence of the target gene is MDAIKKKMQMLKLDKENAIDRAEQAEADKKQAEDRCKQLEEEQQALQKKLKGTEDEVEKYSESVKEAQEKLEQAEKKATDAEADVASLNRRIQLVEEELDRAQERLATALQKLEEAEKAADESERGMKVIENRAMKDEEKMELQEMQLKEAKHIAEDSDRKYEEVARKLVILEGELERSEERAEVAESKCGDLEEELKIVTNNLKSLEAQADKYSTKEDKYEEEIKLLEEKLKEAETRAEFAERSVAKLEKTIDDLEDEVYAQKMKYKAISEELDNALNDITSL. Result: 0 (no interaction). (9) The miRNA is hsa-miR-6783-5p with sequence UAGGGGAAAAGUCCUGAUCCGG. The protein sequence of the target gene is MGEVAGGAAPGPPRSGLVSIIIGAEDEDFENELEANSEDQNSQFQSLEQVKRRPAHLMALLQHVALQFEPGPLLCCLHADMLSSLGPKEAKKAFLDFYHSFLEKTAVLRVPVPPSVAFELDRTRPDLISEDVQRRFIQEVVQSQQAAVSRQLEDFRSKRLMGMTPWEQELSLLEPWIGKDRGNYEARERHVAERLLSHLEETQHTISTDEEKSAAVVTAISLYMRHLGVRTKSGDKKSGRNFFRKKVMGNRRSDEPPKTKKGLSSILDPARWNRGEPSAPDCRHLKVEADAEKPGPADRK.... Result: 0 (no interaction).